Dataset: Full USPTO retrosynthesis dataset with 1.9M reactions from patents (1976-2016). Task: Predict the reactants needed to synthesize the given product. Given the product [NH2:1][CH2:4][C@H:5]([NH2:13])[CH2:6][C:7]1[CH:8]=[CH:9][CH:10]=[CH:11][CH:12]=1, predict the reactants needed to synthesize it. The reactants are: [N:1]([CH2:4][C@H:5]([NH2:13])[CH2:6][C:7]1[CH:12]=[CH:11][CH:10]=[CH:9][CH:8]=1)=[N+]=[N-].